Dataset: Forward reaction prediction with 1.9M reactions from USPTO patents (1976-2016). Task: Predict the product of the given reaction. Given the reactants [Br:1][C:2]1[C:9]([OH:10])=[C:8]([O:11][CH3:12])[CH:7]=[CH:6][C:3]=1[CH:4]=[O:5].[H-].[Na+].[CH2:15](Br)[CH:16]=[CH2:17].O, predict the reaction product. The product is: [CH2:17]([O:10][C:9]1[C:2]([Br:1])=[C:3]([CH:6]=[CH:7][C:8]=1[O:11][CH3:12])[CH:4]=[O:5])[CH:16]=[CH2:15].